Dataset: NCI-60 drug combinations with 297,098 pairs across 59 cell lines. Task: Regression. Given two drug SMILES strings and cell line genomic features, predict the synergy score measuring deviation from expected non-interaction effect. Drug 1: CS(=O)(=O)CCNCC1=CC=C(O1)C2=CC3=C(C=C2)N=CN=C3NC4=CC(=C(C=C4)OCC5=CC(=CC=C5)F)Cl. Drug 2: C1CN1C2=NC(=NC(=N2)N3CC3)N4CC4. Cell line: HCT-15. Synergy scores: CSS=46.0, Synergy_ZIP=3.04, Synergy_Bliss=2.48, Synergy_Loewe=3.38, Synergy_HSA=2.24.